This data is from Full USPTO retrosynthesis dataset with 1.9M reactions from patents (1976-2016). The task is: Predict the reactants needed to synthesize the given product. (1) Given the product [CH2:21]([O:23][C:24](=[O:33])[CH2:25][C:26]1([NH:32][C:12]([C:10]2[CH:9]=[CH:8][C:7]([N:15]3[CH2:18][C:17]([F:20])([F:19])[CH2:16]3)=[C:6]([O:5][CH2:4][CH:1]3[CH2:2][CH2:3]3)[N:11]=2)=[O:14])[CH2:29][S:28](=[O:31])(=[O:30])[CH2:27]1)[CH3:22], predict the reactants needed to synthesize it. The reactants are: [CH:1]1([CH2:4][O:5][C:6]2[N:11]=[C:10]([C:12]([OH:14])=O)[CH:9]=[CH:8][C:7]=2[N:15]2[CH2:18][C:17]([F:20])([F:19])[CH2:16]2)[CH2:3][CH2:2]1.[CH2:21]([O:23][C:24](=[O:33])[CH2:25][C:26]1([NH2:32])[CH2:29][S:28](=[O:31])(=[O:30])[CH2:27]1)[CH3:22].CN(C(ON1N=NC2C=CC=CC1=2)=[N+](C)C)C.[B-](F)(F)(F)F.CCN(C(C)C)C(C)C. (2) Given the product [NH2:5][CH2:6][CH2:7][NH:3][C:1](=[O:2])[O:44][CH2:43][C:36]1[CH:37]=[C:38]([F:42])[C:39]([F:41])=[CH:40][C:35]=1[C:19]1[CH:20]=[C:21]2[C:16](=[CH:17][CH:18]=1)[N:15]=[C:14]([NH2:13])[N:23]=[C:22]2[C:24]([N:26]1[CH2:27][C:28]2[C:33](=[CH:32][CH:31]=[CH:30][CH:29]=2)[CH2:34]1)=[O:25], predict the reactants needed to synthesize it. The reactants are: [C:1](N1C=CN=C1)([N:3]1[CH:7]=[CH:6][N:5]=C1)=[O:2].[NH2:13][C:14]1[N:23]=[C:22]([C:24]([N:26]2[CH2:34][C:33]3[C:28](=[CH:29][CH:30]=[CH:31][CH:32]=3)[CH2:27]2)=[O:25])[C:21]2[C:16](=[CH:17][CH:18]=[C:19]([C:35]3[CH:40]=[C:39]([F:41])[C:38]([F:42])=[CH:37][C:36]=3[CH2:43][OH:44])[CH:20]=2)[N:15]=1.C(NCCN)(OC(C)(C)C)=O.Cl.C(=O)(O)[O-].